From a dataset of Catalyst prediction with 721,799 reactions and 888 catalyst types from USPTO. Predict which catalyst facilitates the given reaction. (1) Reactant: [CH2:1]([CH:3]([N:6]1[CH2:11][CH2:10][NH:9][CH2:8][CH2:7]1)[CH2:4][CH3:5])[CH3:2].Cl[C:13]([O:15][C:16]1[CH:21]=[CH:20][C:19]([O:22][CH3:23])=[CH:18][CH:17]=1)=[O:14]. Product: [CH3:23][O:22][C:19]1[CH:20]=[CH:21][C:16]([O:15][C:13]([N:9]2[CH2:10][CH2:11][N:6]([CH:3]([CH2:4][CH3:5])[CH2:1][CH3:2])[CH2:7][CH2:8]2)=[O:14])=[CH:17][CH:18]=1. The catalyst class is: 473. (2) Reactant: [CH:1]1([O:6][C:7]2[C:8]([NH:20][C:21]([NH2:23])=[S:22])=[N:9][CH:10]=[C:11]([O:13][C:14]3[CH:19]=[CH:18][CH:17]=[CH:16][CH:15]=3)[CH:12]=2)[CH2:5][CH2:4][CH2:3][CH2:2]1.Cl[CH2:25][CH:26]=O. Product: [CH:1]1([O:6][C:7]2[C:8]([NH:20][C:21]3[S:22][CH:25]=[CH:26][N:23]=3)=[N:9][CH:10]=[C:11]([O:13][C:14]3[CH:15]=[CH:16][CH:17]=[CH:18][CH:19]=3)[CH:12]=2)[CH2:2][CH2:3][CH2:4][CH2:5]1. The catalyst class is: 3. (3) Reactant: [CH:1]1([CH2:4][O:5][C:6]2[CH:11]=[CH:10][C:9]([CH:12]([F:14])[F:13])=[CH:8][C:7]=2[C:15]2[C:16]3[NH:23][C:22]([CH3:24])=[C:21]([C:25]([O:27]CC)=[O:26])[C:17]=3[N:18]=[CH:19][N:20]=2)[CH2:3][CH2:2]1.C(O)CCC.CC([O-])(C)C.[K+].C(O)(=O)CC(CC(O)=O)(C(O)=O)O. Product: [CH:1]1([CH2:4][O:5][C:6]2[CH:11]=[CH:10][C:9]([CH:12]([F:14])[F:13])=[CH:8][C:7]=2[C:15]2[C:16]3[NH:23][C:22]([CH3:24])=[C:21]([C:25]([OH:27])=[O:26])[C:17]=3[N:18]=[CH:19][N:20]=2)[CH2:3][CH2:2]1. The catalyst class is: 6. (4) Reactant: [N:1]([CH2:4][CH2:5][CH2:6][C@:7]1([C:42]2[CH:47]=[CH:46][CH:45]=[CH:44][CH:43]=2)[N:11]([C:12](=[O:33])[C@@H:13]([O:15][Si](C(C)(C)C)(C2C=CC=CC=2)C2C=CC=CC=2)[CH3:14])[N:10]=[C:9]([C:34]2[CH:39]=[C:38]([F:40])[CH:37]=[CH:36][C:35]=2[F:41])[S:8]1)=[N+:2]=[N-:3].CCCC[N+](CCCC)(CCCC)CCCC.[F-].C([O-])(O)=O.[Na+]. Product: [N:1]([CH2:4][CH2:5][CH2:6][C@:7]1([C:42]2[CH:47]=[CH:46][CH:45]=[CH:44][CH:43]=2)[N:11]([C:12](=[O:33])[C@@H:13]([OH:15])[CH3:14])[N:10]=[C:9]([C:34]2[CH:39]=[C:38]([F:40])[CH:37]=[CH:36][C:35]=2[F:41])[S:8]1)=[N+:2]=[N-:3]. The catalyst class is: 1.